From a dataset of Full USPTO retrosynthesis dataset with 1.9M reactions from patents (1976-2016). Predict the reactants needed to synthesize the given product. The reactants are: [OH-].[Na+].OC(C(F)(F)F)=O.[CH2:10]([O:17][CH:18]1[C:23](=[O:24])[CH2:22][CH2:21][NH:20][CH2:19]1)[C:11]1[CH:16]=[CH:15][CH:14]=[CH:13][CH:12]=1.[C:25](O[C:25]([O:27][C:28]([CH3:31])([CH3:30])[CH3:29])=[O:26])([O:27][C:28]([CH3:31])([CH3:30])[CH3:29])=[O:26]. Given the product [CH2:10]([O:17][CH:18]1[C:23](=[O:24])[CH2:22][CH2:21][N:20]([C:25]([O:27][C:28]([CH3:31])([CH3:30])[CH3:29])=[O:26])[CH2:19]1)[C:11]1[CH:12]=[CH:13][CH:14]=[CH:15][CH:16]=1, predict the reactants needed to synthesize it.